Task: Predict the reactants needed to synthesize the given product.. Dataset: Full USPTO retrosynthesis dataset with 1.9M reactions from patents (1976-2016) (1) The reactants are: [NH2:1][C:2]1[C:10]2[N:9]=[CH:8][N:7]([CH3:11])[C:6]=2[CH:5]=[CH:4][CH:3]=1.[C:12](N1C=CN=C1)(N1C=CN=C1)=[S:13]. Given the product [N:1]([C:2]1[C:10]2[N:9]=[CH:8][N:7]([CH3:11])[C:6]=2[CH:5]=[CH:4][CH:3]=1)=[C:12]=[S:13], predict the reactants needed to synthesize it. (2) The reactants are: [OH:1][C@@H:2]1[CH2:7][CH2:6][CH2:5][CH2:4][C@H:3]1[NH:8][C:9]([C:19]1[CH:24]=[CH:23][CH:22]=[CH:21][CH:20]=1)=[C:10]([N+:16]([O-])=O)[C:11]([O:13][CH2:14][CH3:15])=[O:12].[C:25](OC)(OC)(OC)[CH3:26]. Given the product [OH:1][C@@H:2]1[CH2:7][CH2:6][CH2:5][CH2:4][C@H:3]1[N:8]1[C:9]([C:19]2[CH:24]=[CH:23][CH:22]=[CH:21][CH:20]=2)=[C:10]([C:11]([O:13][CH2:14][CH3:15])=[O:12])[N:16]=[C:25]1[CH3:26], predict the reactants needed to synthesize it. (3) Given the product [CH3:8][O:9][C:10]1[CH:15]=[C:14]([CH:16]=[C:7]2[S:1][C:2](=[S:3])[NH:4][C:5]2=[O:6])[CH:13]=[CH:12][C:11]=1[C:18]1[CH:23]=[CH:22][CH:21]=[CH:20][C:19]=1[C:24]([F:25])([F:27])[F:26], predict the reactants needed to synthesize it. The reactants are: [S:1]1[CH2:7][C:5](=[O:6])[NH:4][C:2]1=[S:3].[CH3:8][O:9][C:10]1[CH:15]=[C:14]([CH:16]=O)[CH:13]=[CH:12][C:11]=1[C:18]1[CH:23]=[CH:22][CH:21]=[CH:20][C:19]=1[C:24]([F:27])([F:26])[F:25].C(O)(=O)C.CC([O-])=O.[Na+]. (4) The reactants are: [NH2:1][C:2](=[O:20])[C@@H:3]([NH:12]C(=O)OC(C)(C)C)[CH2:4][C:5]1[CH:6]=[N:7][C:8]([Br:11])=[CH:9][CH:10]=1.C(O)(C(F)(F)F)=O. Given the product [NH2:12][C@@H:3]([CH2:4][C:5]1[CH:6]=[N:7][C:8]([Br:11])=[CH:9][CH:10]=1)[C:2]([NH2:1])=[O:20], predict the reactants needed to synthesize it.